This data is from Reaction yield outcomes from USPTO patents with 853,638 reactions. The task is: Predict the reaction yield, written as a fraction of the theoretical maximum amount of product (1.0 means a 100% yield; for example, 0.34 means a 34% yield). The reactants are [NH2:1][C@H:2]1[CH2:11][C:10]2[C:5](=[N:6][CH:7]=[C:8]([O:12][C:13]3[CH:18]=[CH:17][CH:16]=[CH:15][CH:14]=3)[CH:9]=2)[N:4]([OH:19])[CH2:3]1.Cl.CC[O:23]CC. No catalyst specified. The product is [NH2:1][C@H:2]1[CH2:11][C:10]2[C:5](=[N:6][CH:7]=[C:8]([O:12][C:13]3[CH:18]=[CH:17][CH:16]=[CH:15][CH:14]=3)[CH:9]=2)[N:4]([OH:19])[C:3]1=[O:23]. The yield is 0.610.